From a dataset of Reaction yield outcomes from USPTO patents with 853,638 reactions. Predict the reaction yield, written as a fraction of the theoretical maximum amount of product (1.0 means a 100% yield; for example, 0.34 means a 34% yield). (1) The reactants are C1CO[C:8]2[CH:7]=[CH:6][C:5]([NH:11][C:12]3[C:17]([F:18])=[CH:16][N:15]=[C:14]([NH:19][C:20]4[CH:25]=[CH:24][CH:23]=[C:22](O)[CH:21]=4)[N:13]=3)=[CH:4][C:3]=2[O:2]1.ClC1N=C(NC2C=CC=C(O)C=2)C(F)=C[N:29]=1.N1C=CC=CC=1CN. No catalyst specified. The product is [F:18][C:17]1[C:12]([NH:11][C:5]2[CH:6]=[CH:7][CH:8]=[C:3]([OH:2])[CH:4]=2)=[N:13][C:14]([NH:19][CH2:20][C:25]2[CH:24]=[CH:23][CH:22]=[CH:21][N:29]=2)=[N:15][CH:16]=1. The yield is 0.620. (2) The reactants are Br[C:2]1[CH:8]=[C:7]([N+:9]([O-:11])=[O:10])[CH:6]=[CH:5][C:3]=1[NH2:4].[C:12]([CH:14]1[CH2:16][CH2:15]1)#[CH:13]. The catalyst is C(N(CC)CC)C.[Cu]I.Cl[Pd](Cl)([P](C1C=CC=CC=1)(C1C=CC=CC=1)C1C=CC=CC=1)[P](C1C=CC=CC=1)(C1C=CC=CC=1)C1C=CC=CC=1. The product is [CH:14]1([C:12]#[C:13][C:2]2[CH:8]=[C:7]([N+:9]([O-:11])=[O:10])[CH:6]=[CH:5][C:3]=2[NH2:4])[CH2:16][CH2:15]1. The yield is 0.230. (3) The yield is 0.900. The reactants are [F:1][C:2]1[CH:7]=[CH:6][C:5]([C:8]2[C:17](=[O:18])[C:16]3[C:11](=[CH:12][CH:13]=[CH:14][CH:15]=3)[O:10][C:9]=2[CH2:19][N:20]2[CH2:25][CH2:24][O:23][CH2:22][CH2:21]2)=[CH:4][CH:3]=1.[ClH:26]. The catalyst is C1COCC1.C(OCC)C. The product is [ClH:26].[F:1][C:2]1[CH:7]=[CH:6][C:5]([C:8]2[C:17](=[O:18])[C:16]3[C:11](=[CH:12][CH:13]=[CH:14][CH:15]=3)[O:10][C:9]=2[CH2:19][N:20]2[CH2:25][CH2:24][O:23][CH2:22][CH2:21]2)=[CH:4][CH:3]=1. (4) The reactants are [CH3:1][C:2]([C:7]1[CH:11]=[C:10]([NH:12][C:13](=[O:26])[C:14]([CH3:25])([S:16]([CH:19]2[CH2:24][CH2:23][O:22][CH2:21][CH2:20]2)(=[O:18])=[O:17])[CH3:15])[O:9][N:8]=1)([CH3:6])[C:3]([OH:5])=[O:4].N12CCCN=C1CCCC[CH2:28]2.CI. The catalyst is C(#N)C. The product is [CH3:28][O:4][C:3](=[O:5])[C:2]([CH3:1])([C:7]1[CH:11]=[C:10]([NH:12][C:13](=[O:26])[C:14]([CH3:25])([S:16]([CH:19]2[CH2:20][CH2:21][O:22][CH2:23][CH2:24]2)(=[O:18])=[O:17])[CH3:15])[O:9][N:8]=1)[CH3:6]. The yield is 0.790. (5) The reactants are [Cl:1][CH2:2][CH2:3][N:4]([CH2:15][CH2:16][Cl:17])[C:5]1[CH:10]=[CH:9][C:8]([CH2:11][C:12]([OH:14])=O)=[CH:7][CH:6]=1.C1CCC(N=C=NC2CCCCC2)CC1.[C:33]([C:37]1[O:41][C:40]([CH2:42][S:43][C:44]2[S:48][C:47]([NH2:49])=[N:46][CH:45]=2)=[N:39][CH:38]=1)([CH3:36])([CH3:35])[CH3:34]. The catalyst is CN(C1C=CN=CC=1)C.C(Cl)Cl. The product is [Cl:17][CH2:16][CH2:15][N:4]([CH2:3][CH2:2][Cl:1])[C:5]1[CH:6]=[CH:7][C:8]([CH2:11][C:12]([NH:49][C:47]2[S:48][C:44]([S:43][CH2:42][C:40]3[O:41][C:37]([C:33]([CH3:36])([CH3:35])[CH3:34])=[CH:38][N:39]=3)=[CH:45][N:46]=2)=[O:14])=[CH:9][CH:10]=1. The yield is 0.760. (6) The reactants are [F:1][C:2]([F:45])([F:44])[C:3]1[CH:4]=[C:5]([N:13]([CH3:43])[C:14]([N:16]([CH3:42])[C@H:17]2[C@H:21]([C:22]3[CH:27]=[CH:26][C:25]([F:28])=[CH:24][CH:23]=3)[CH2:20][N:19]([C:29]([C@H:31]3[CH2:36][CH2:35][C@H:34]([NH:37][S:38]([CH3:41])(=[O:40])=[O:39])[CH2:33][CH2:32]3)=[O:30])[CH2:18]2)=[O:15])[CH:6]=[C:7]([C:9]([F:12])([F:11])[F:10])[CH:8]=1.[CH3:46]C(C)([O-])C.[K+].CI. The catalyst is CN(C=O)C. The product is [F:45][C:2]([F:44])([F:1])[C:3]1[CH:4]=[C:5]([N:13]([CH3:43])[C:14]([N:16]([CH3:42])[C@H:17]2[C@H:21]([C:22]3[CH:23]=[CH:24][C:25]([F:28])=[CH:26][CH:27]=3)[CH2:20][N:19]([C:29]([C@H:31]3[CH2:32][CH2:33][C@H:34]([N:37]([CH3:46])[S:38]([CH3:41])(=[O:39])=[O:40])[CH2:35][CH2:36]3)=[O:30])[CH2:18]2)=[O:15])[CH:6]=[C:7]([C:9]([F:10])([F:11])[F:12])[CH:8]=1. The yield is 0.700. (7) The yield is 0.480. The reactants are Cl[CH2:2][CH2:3][CH2:4][NH:5][C:6]([NH:8][C:9]1[CH:10]=[N:11][N:12]([CH2:14][C:15]2[C:16]([CH3:21])=[N:17][O:18][C:19]=2[CH3:20])[CH:13]=1)=[O:7].[H-].[Na+]. The product is [CH3:21][C:16]1[C:15]([CH2:14][N:12]2[CH:13]=[C:9]([N:8]3[CH2:2][CH2:3][CH2:4][NH:5][C:6]3=[O:7])[CH:10]=[N:11]2)=[C:19]([CH3:20])[O:18][N:17]=1. The catalyst is CN(C=O)C. (8) The reactants are [Cl-].O[NH3+:3].[C:4](=[O:7])([O-])[OH:5].[Na+].CS(C)=O.[F:13][C:14]1[CH:19]=[C:18]([CH2:20][N:21]2[C:26](=[O:27])[C:25]([C:28]3[CH:33]=[CH:32][C:31]([O:34][CH:35]([CH3:37])[CH3:36])=[CH:30][CH:29]=3)=[C:24]([CH3:38])[N:23]=[C:22]2[CH2:39][CH2:40][CH3:41])[CH:17]=[CH:16][C:15]=1[C:42]1[C:43]([C:48]#[N:49])=[CH:44][CH:45]=[CH:46][CH:47]=1. The catalyst is C(OCC)(=O)C. The product is [F:13][C:14]1[CH:19]=[C:18]([CH2:20][N:21]2[C:26](=[O:27])[C:25]([C:28]3[CH:29]=[CH:30][C:31]([O:34][CH:35]([CH3:37])[CH3:36])=[CH:32][CH:33]=3)=[C:24]([CH3:38])[N:23]=[C:22]2[CH2:39][CH2:40][CH3:41])[CH:17]=[CH:16][C:15]=1[C:42]1[CH:47]=[CH:46][CH:45]=[CH:44][C:43]=1[C:48]1[NH:3][C:4](=[O:7])[O:5][N:49]=1. The yield is 0.450. (9) The reactants are C(O[C:4](=[O:21])[CH2:5][C:6]([CH:8]1[CH2:13][CH2:12][N:11]([C:14]([O:16][C:17]([CH3:20])([CH3:19])[CH3:18])=[O:15])[CH2:10][CH2:9]1)=O)C.[I:22][C:23]1[CH:31]=[CH:30][CH:29]=[C:28]2[C:24]=1[C:25]([NH2:32])=[N:26][NH:27]2.P([O-])([O-])([O-])=O.[K+].[K+].[K+]. The catalyst is COCC(O)C.ClCCl.CO. The product is [I:22][C:23]1[C:24]2[C:28]([CH:29]=[CH:30][CH:31]=1)=[N:27][N:26]1[C:4](=[O:21])[CH:5]=[C:6]([CH:8]3[CH2:9][CH2:10][N:11]([C:14]([O:16][C:17]([CH3:18])([CH3:19])[CH3:20])=[O:15])[CH2:12][CH2:13]3)[NH:32][C:25]=21. The yield is 0.0700.